This data is from Reaction yield outcomes from USPTO patents with 853,638 reactions. The task is: Predict the reaction yield, written as a fraction of the theoretical maximum amount of product (1.0 means a 100% yield; for example, 0.34 means a 34% yield). The reactants are [C:1]([OH:8])(=[O:7])[CH2:2][CH2:3][CH2:4][CH2:5][CH3:6].O[N:10]1[C:14](=[O:15])[CH2:13][CH2:12][C:11]1=[O:16]. The catalyst is CN(C=O)C. The product is [C:1]([O:8][N:10]1[C:14](=[O:15])[CH2:13][CH2:12][C:11]1=[O:16])(=[O:7])[CH2:2][CH2:3][CH2:4][CH2:5][CH3:6]. The yield is 0.740.